The task is: Predict which catalyst facilitates the given reaction.. This data is from Catalyst prediction with 721,799 reactions and 888 catalyst types from USPTO. (1) Reactant: [NH2:1][C:2]1[C:3]([NH:23][CH3:24])=[N:4][C:5]([NH:8][C:9]2[CH:14]=[CH:13][C:12]([O:15][CH2:16][CH2:17][N:18]([CH2:21][CH3:22])[CH2:19][CH3:20])=[CH:11][CH:10]=2)=[N:6][CH:7]=1.[Cl:25][C:26]1[C:27]([O:42][CH3:43])=[N:28][C:29]([O:40][CH3:41])=[C:30]([Cl:39])[C:31]=1[C:32](=O)[C:33]([O:35]CC)=O.CC(O)=O. Product: [Cl:39][C:30]1[C:29]([O:40][CH3:41])=[N:28][C:27]([O:42][CH3:43])=[C:26]([Cl:25])[C:31]=1[C:32]1[C:33](=[O:35])[N:23]([CH3:24])[C:3]2[N:4]=[C:5]([NH:8][C:9]3[CH:14]=[CH:13][C:12]([O:15][CH2:16][CH2:17][N:18]([CH2:19][CH3:20])[CH2:21][CH3:22])=[CH:11][CH:10]=3)[N:6]=[CH:7][C:2]=2[N:1]=1. The catalyst class is: 141. (2) Reactant: [Cl:1][C:2]1[CH:3]=[CH:4][C:5]([O:8][CH:9]2[CH2:14][CH2:13][N:12]([S:15]([CH2:18][C:19]3([CH2:26][CH2:27][CH2:28][NH:29]C(=O)OC(C)(C)C)[C:23](=[O:24])[NH:22][C:21](=[O:25])[NH:20]3)(=[O:17])=[O:16])[CH2:11][CH2:10]2)=[N:6][CH:7]=1.[C:37]([OH:43])([C:39]([F:42])([F:41])[F:40])=[O:38]. Product: [F:40][C:39]([F:42])([F:41])[C:37]([OH:43])=[O:38].[NH2:29][CH2:28][CH2:27][CH2:26][C:19]1([CH2:18][S:15]([N:12]2[CH2:13][CH2:14][CH:9]([O:8][C:5]3[CH:4]=[CH:3][C:2]([Cl:1])=[CH:7][N:6]=3)[CH2:10][CH2:11]2)(=[O:16])=[O:17])[NH:20][C:21](=[O:25])[NH:22][C:23]1=[O:24]. The catalyst class is: 2. (3) Reactant: [Cl:1][C:2]1[CH:10]=[C:9]2[C:5]([C:6](I)=[N:7][NH:8]2)=[CH:4][CH:3]=1.[H-].[Na+].C([Mg]Cl)(C)C.[CH2:19]([Sn:23]([CH2:29][CH2:30][CH2:31][CH3:32])([CH2:25][CH2:26][CH2:27][CH3:28])Cl)[CH2:20][CH2:21][CH3:22]. Product: [Cl:1][C:2]1[CH:10]=[C:9]2[C:5]([C:6]([Sn:23]([CH2:25][CH2:26][CH2:27][CH3:28])([CH2:29][CH2:30][CH2:31][CH3:32])[CH2:19][CH2:20][CH2:21][CH3:22])=[N:7][NH:8]2)=[CH:4][CH:3]=1. The catalyst class is: 1. (4) Reactant: Cl.[CH3:2][O:3][C:4]1[CH:9]=[CH:8][CH:7]=[CH:6][C:5]=1[NH:10][NH2:11].[CH3:12][CH:13]([C:17](=O)[CH3:18])[C:14](=O)[CH3:15].O.C(=O)([O-])[O-].[Na+].[Na+]. Product: [CH3:2][O:3][C:4]1[CH:9]=[CH:8][CH:7]=[CH:6][C:5]=1[N:10]1[C:17]([CH3:18])=[C:13]([CH3:12])[C:14]([CH3:15])=[N:11]1. The catalyst class is: 8. (5) Reactant: [Cl:1][C:2]1[CH:9]=[CH:8][C:5]([CH:6]=O)=[CH:4][CH:3]=1.[CH2:10]([CH2:12][NH2:13])[OH:11].[BH4-].[Na+]. Product: [Cl:1][C:2]1[CH:9]=[CH:8][C:5]([CH2:6][NH:13][CH2:12][CH2:10][OH:11])=[CH:4][CH:3]=1. The catalyst class is: 357. (6) Reactant: [H-].[H-].[H-].[H-].[Li+].[Al+3].[OH:7][C:8]1[CH:9]=[C:10]2[C:15](=[CH:16][CH:17]=1)[C:14]([C:18]([C:20]1[CH:25]=[CH:24][C:23]([O:26][CH2:27][CH2:28][N:29]3[CH2:34][CH2:33][CH2:32][CH2:31][CH2:30]3)=[CH:22][CH:21]=1)=[O:19])=[C:13]([CH2:35][C:36]1[CH:41]=[CH:40][CH:39]=[CH:38][C:37]=1[OH:42])[CH:12]=[CH:11]2. Product: [OH:42][C:37]1[CH:38]=[CH:39][CH:40]=[CH:41][C:36]=1[CH2:35][C:13]1[C:14]([CH:18]([OH:19])[C:20]2[CH:25]=[CH:24][C:23]([O:26][CH2:27][CH2:28][N:29]3[CH2:30][CH2:31][CH2:32][CH2:33][CH2:34]3)=[CH:22][CH:21]=2)=[C:15]2[C:10](=[CH:11][CH:12]=1)[CH:9]=[C:8]([OH:7])[CH:17]=[CH:16]2. The catalyst class is: 1.